Task: Predict the reactants needed to synthesize the given product.. Dataset: Full USPTO retrosynthesis dataset with 1.9M reactions from patents (1976-2016) (1) Given the product [ClH:42].[ClH:42].[CH3:1][C:2]1[CH:40]=[C:39]([CH3:41])[CH:38]=[CH:37][C:3]=1[C:4]([O:6][CH2:7][C:8]1[CH:9]=[CH:10][C:11]([C@@H:14]([CH2:28][NH2:29])[C:15]([NH:17][C:18]2[CH:19]=[C:20]3[C:25](=[CH:26][CH:27]=2)[CH:24]=[N:23][CH:22]=[CH:21]3)=[O:16])=[CH:12][CH:13]=1)=[O:5], predict the reactants needed to synthesize it. The reactants are: [CH3:1][C:2]1[CH:40]=[C:39]([CH3:41])[CH:38]=[CH:37][C:3]=1[C:4]([O:6][CH2:7][C:8]1[CH:13]=[CH:12][C:11]([C@@H:14]([CH2:28][NH:29]C(OC(C)(C)C)=O)[C:15]([NH:17][C:18]2[CH:19]=[C:20]3[C:25](=[CH:26][CH:27]=2)[CH:24]=[N:23][CH:22]=[CH:21]3)=[O:16])=[CH:10][CH:9]=1)=[O:5].[ClH:42]. (2) Given the product [OH:8][N:9]1[C:15](=[O:16])[N:14]2[CH2:17][C@H:10]1[CH2:11][CH2:12][C@H:13]2[C:18]([NH:20][O:21][C@H:22]1[CH2:26][CH2:25][C@H:24]([CH2:27][NH:28][C:29](=[O:35])[O:30][C:31]([CH3:33])([CH3:32])[CH3:34])[CH2:23]1)=[O:19], predict the reactants needed to synthesize it. The reactants are: C([O:8][N:9]1[C:15](=[O:16])[N:14]2[CH2:17][C@H:10]1[CH2:11][CH2:12][C@H:13]2[C:18]([NH:20][O:21][C@H:22]1[CH2:26][CH2:25][C@H:24]([CH2:27][NH:28][C:29](=[O:35])[O:30][C:31]([CH3:34])([CH3:33])[CH3:32])[CH2:23]1)=[O:19])C1C=CC=CC=1. (3) Given the product [NH2:30][CH2:29][C:28]1[CH:27]=[C:26]([C:24]2[NH:25][C:18]3[C:17]([NH:16][C:4]4[CH:5]=[CH:6][C:7]([O:8][C:9]5[CH:10]=[N:11][C:12]([CH3:15])=[CH:13][CH:14]=5)=[C:2]([CH3:1])[CH:3]=4)=[N:22][CH:21]=[N:20][C:19]=3[CH:23]=2)[CH:40]=[CH:39][CH:38]=1, predict the reactants needed to synthesize it. The reactants are: [CH3:1][C:2]1[CH:3]=[C:4]([NH:16][C:17]2[C:18]3[NH:25][C:24]([C:26]4[CH:27]=[C:28]([CH:38]=[CH:39][CH:40]=4)[CH2:29][NH:30]C(=O)OC(C)(C)C)=[CH:23][C:19]=3[N:20]=[CH:21][N:22]=2)[CH:5]=[CH:6][C:7]=1[O:8][C:9]1[CH:10]=[N:11][C:12]([CH3:15])=[CH:13][CH:14]=1.Cl.[OH-].[Na+]. (4) Given the product [C:1]([NH:4][C:5]([OH:7])=[O:6])([OH:3])=[O:2].[C:8]([O:12][C:13]([NH:15][C:16]1[C:17]([C:36]2[CH:44]=[CH:43][C:39]([C:40]([O-:42])=[O:41])=[C:38]([F:45])[CH:37]=2)=[N:18][C:19]([CH:22]2[CH2:23][CH2:24][C:25](=[O:28])[CH:26]([F:47])[CH2:27]2)=[CH:20][N:21]=1)=[O:14])([CH3:9])([CH3:11])[CH3:10], predict the reactants needed to synthesize it. The reactants are: [C:1]([NH:4][C:5]([OH:7])=[O:6])([OH:3])=[O:2].[C:8]([O:12][C:13]([NH:15][C:16]1[C:17]([C:36]2[CH:44]=[CH:43][C:39]([C:40]([O-:42])=[O:41])=[C:38]([F:45])[CH:37]=2)=[N:18][C:19]([CH:22]2[CH2:27][CH2:26][C:25]([O:28][Si](CC)(CC)CC)=[CH:24][CH2:23]2)=[CH:20][N:21]=1)=[O:14])([CH3:11])([CH3:10])[CH3:9].[B-](F)(F)(F)[F:47].[B-](F)(F)(F)F.C1[N+]2(CCl)CC[N+](F)(CC2)C1. (5) Given the product [OH:1][CH:2]1[CH2:5][N:4]([C:6]([N:8]2[CH2:13][CH:12]([C:14]3[CH:19]=[CH:18][C:17]([C:20]([F:23])([F:22])[F:21])=[CH:16][CH:15]=3)[CH2:11][CH:10]([C:24]3[O:25][N:30]=[C:29]([C:31]4[CH:36]=[CH:35][CH:34]=[CH:33][CH:32]=4)[N:28]=3)[CH2:9]2)=[O:7])[CH2:3]1, predict the reactants needed to synthesize it. The reactants are: [OH:1][CH:2]1[CH2:5][N:4]([C:6]([N:8]2[CH2:13][CH:12]([C:14]3[CH:19]=[CH:18][C:17]([C:20]([F:23])([F:22])[F:21])=[CH:16][CH:15]=3)[CH2:11][CH:10]([C:24](O)=[O:25])[CH2:9]2)=[O:7])[CH2:3]1.O[N:28]=[C:29]([C:31]1[CH:36]=[CH:35][CH:34]=[CH:33][CH:32]=1)[NH2:30]. (6) Given the product [CH2:16]([O:15][C:3]1[CH:4]=[C:5]([C:8]2[C:9](=[O:14])[NH:10][CH:11]=[N:12][CH:13]=2)[CH:6]=[CH:7][C:2]=1[NH:1][C:25]([NH:24][C:19]1[CH:20]=[CH:21][CH:22]=[CH:23][C:18]=1[CH3:27])=[O:26])[CH3:17], predict the reactants needed to synthesize it. The reactants are: [NH2:1][C:2]1[CH:7]=[CH:6][C:5]([C:8]2[C:9](=[O:14])[NH:10][CH:11]=[N:12][CH:13]=2)=[CH:4][C:3]=1[O:15][CH2:16][CH3:17].[C:18]1([CH3:27])[C:19]([N:24]=[C:25]=[O:26])=[CH:20][CH:21]=[CH:22][CH:23]=1. (7) Given the product [F:42][C@@:17]1([CH3:41])[C@H:16]([N:13]2[CH:14]=[CH:15][C:10]([NH:9][OH:8])=[N:11][C:12]2=[O:43])[O:20][C@H:19]([CH2:21][O:22][P:23]([NH:32][C@@H:33]([CH3:39])[C:34]([O:36][CH2:37][CH3:38])=[O:35])([O:25][C:26]2[CH:31]=[CH:30][CH:29]=[CH:28][CH:27]=2)=[O:24])[C@H:18]1[OH:40], predict the reactants needed to synthesize it. The reactants are: C([O:8][NH:9][C:10]1[CH:15]=[CH:14][N:13]([C@@H:16]2[O:20][C@H:19]([CH2:21][O:22][P:23]([NH:32][C@@H:33]([CH3:39])[C:34]([O:36][CH2:37][CH3:38])=[O:35])([O:25][C:26]3[CH:31]=[CH:30][CH:29]=[CH:28][CH:27]=3)=[O:24])[C@@H:18]([OH:40])[C@:17]2([F:42])[CH3:41])[C:12](=[O:43])[N:11]=1)C1C=CC=CC=1.C1CC=CCC=1. (8) The reactants are: [Br:1][C:2]1[CH:9]=[CH:8][C:5]([CH:6]=O)=[C:4]([Cl:10])[CH:3]=1.Cl.[CH3:12][O:13][C:14](=[O:17])[CH2:15][NH2:16].C(N(CC)CC)C.[BH4-].[Na+]. Given the product [Br:1][C:2]1[CH:9]=[CH:8][C:5]([CH2:6][NH:16][CH2:15][C:14]([O:13][CH3:12])=[O:17])=[C:4]([Cl:10])[CH:3]=1, predict the reactants needed to synthesize it.